This data is from Peptide-MHC class II binding affinity with 134,281 pairs from IEDB. The task is: Regression. Given a peptide amino acid sequence and an MHC pseudo amino acid sequence, predict their binding affinity value. This is MHC class II binding data. (1) The peptide sequence is LRKLCIEGKITNITT. The MHC is DRB1_1101 with pseudo-sequence DRB1_1101. The binding affinity (normalized) is 0.517. (2) The MHC is DRB1_0701 with pseudo-sequence DRB1_0701. The binding affinity (normalized) is 0.630. The peptide sequence is LIYVILTILTIIALV. (3) The peptide sequence is MGSLEMVPMGAGPPSPGGDP. The MHC is DRB1_0701 with pseudo-sequence DRB1_0701. The binding affinity (normalized) is 0. (4) The peptide sequence is AFKIAATAANAAPTN. The MHC is HLA-DQA10104-DQB10503 with pseudo-sequence HLA-DQA10104-DQB10503. The binding affinity (normalized) is 0.185. (5) The peptide sequence is ETDKGPLDKEAIEER. The MHC is HLA-DQA10501-DQB10402 with pseudo-sequence HLA-DQA10501-DQB10402. The binding affinity (normalized) is 0.